Dataset: Full USPTO retrosynthesis dataset with 1.9M reactions from patents (1976-2016). Task: Predict the reactants needed to synthesize the given product. (1) The reactants are: C([Li])CCC.[F:6][C:7]1[CH:8]=[CH:9][C:10]2[O:14][CH:13]=[C:12]([CH3:15])[C:11]=2[CH:16]=1.F[S:18]([C:21]1[N:22]=[N:23][C:24]([O:27][CH3:28])=[CH:25][CH:26]=1)(=[O:20])=[O:19]. Given the product [CH3:28][O:27][C:24]1[N:23]=[N:22][C:21]([S:18]([C:13]2[O:14][C:10]3[CH:9]=[CH:8][C:7]([F:6])=[CH:16][C:11]=3[C:12]=2[CH3:15])(=[O:20])=[O:19])=[CH:26][CH:25]=1, predict the reactants needed to synthesize it. (2) Given the product [NH2:32][C:31]1[C:26]2[CH:25]=[CH:24][N:23]([C@@H:11]3[O:12][C@H:13]([CH2:14][OH:15])[C@@H:9]([O:8][Si:1]([C:4]([CH3:7])([CH3:6])[CH3:5])([CH3:2])[CH3:3])[CH2:10]3)[C:27]=2[N:28]=[C:29]([F:33])[N:30]=1, predict the reactants needed to synthesize it. The reactants are: [Si:1]([O:8][C@@H:9]1[C@@H:13]([CH2:14][O:15][Si](C(C)(C)C)(C)C)[O:12][C@@H:11]([N:23]2[C:27]3[N:28]=[C:29]([F:33])[N:30]=[C:31]([NH2:32])[C:26]=3[CH:25]=[CH:24]2)[CH2:10]1)([C:4]([CH3:7])([CH3:6])[CH3:5])([CH3:3])[CH3:2].C(O)(C(F)(F)F)=O.C1(C)C=CC=CC=1.C([O-])(O)=O.[Na+]. (3) Given the product [NH:21]1[C:22]2[C:27](=[CH:26][CH:25]=[CH:24][CH:23]=2)[C:19](/[CH:18]=[CH:17]/[C:12]2[CH:13]=[CH:14][CH:15]=[CH:16][C:11]=2[N:10]2[C:4](=[O:3])[CH2:5][NH:7][C:8]2=[O:9])=[N:20]1, predict the reactants needed to synthesize it. The reactants are: C([O:3][C:4](=O)[C:5]([NH:7][C:8]([NH:10][C:11]1[CH:16]=[CH:15][CH:14]=[CH:13][C:12]=1/[CH:17]=[CH:18]/[C:19]1[C:27]2[C:22](=[CH:23][CH:24]=[CH:25][CH:26]=2)[NH:21][N:20]=1)=[O:9])=O)C.C(=O)([O-])O.[Na+]. (4) Given the product [CH3:15][O:16][C:17]1[CH:18]=[C:19]([CH2:25][C:26]([NH:14][CH2:13][CH2:12][S:11][C:5]2[CH:6]=[CH:7][C:8]([O:9][CH3:10])=[C:3]([O:2][CH3:1])[CH:4]=2)=[O:27])[CH:20]=[CH:21][C:22]=1[O:23][CH3:24], predict the reactants needed to synthesize it. The reactants are: [CH3:1][O:2][C:3]1[CH:4]=[C:5]([S:11][CH2:12][CH2:13][NH2:14])[CH:6]=[CH:7][C:8]=1[O:9][CH3:10].[CH3:15][O:16][C:17]1[CH:18]=[C:19]([CH2:25][C:26](Cl)=[O:27])[CH:20]=[CH:21][C:22]=1[O:23][CH3:24].O.CCOC(C)=O. (5) Given the product [F:28][C:29]1[CH:34]=[C:33]([C:2]2[N:3]=[C:4]([N:22]3[CH2:27][CH2:26][O:25][CH2:24][CH2:23]3)[C:5]3[S:10][C:9]([CH2:11][N:12]4[CH2:17][CH2:16][N:15]([S:18]([CH3:21])(=[O:20])=[O:19])[CH2:14][CH2:13]4)=[CH:8][C:6]=3[N:7]=2)[CH:32]=[CH:31][N:30]=1, predict the reactants needed to synthesize it. The reactants are: Cl[C:2]1[N:3]=[C:4]([N:22]2[CH2:27][CH2:26][O:25][CH2:24][CH2:23]2)[C:5]2[S:10][C:9]([CH2:11][N:12]3[CH2:17][CH2:16][N:15]([S:18]([CH3:21])(=[O:20])=[O:19])[CH2:14][CH2:13]3)=[CH:8][C:6]=2[N:7]=1.[F:28][C:29]1[CH:34]=[C:33](B(O)O)[CH:32]=[CH:31][N:30]=1. (6) Given the product [CH2:1]([O:3][C:4]([C:6]1[CH:7]=[N:8][N:9]([C:12]2[C:17]([CH3:18])=[CH:16][C:15]([CH:20]3[CH2:22][CH2:21]3)=[CH:14][N:13]=2)[C:10]=1[CH3:11])=[O:5])[CH3:2], predict the reactants needed to synthesize it. The reactants are: [CH2:1]([O:3][C:4]([C:6]1[CH:7]=[N:8][N:9]([C:12]2[C:17]([CH3:18])=[CH:16][C:15](Cl)=[CH:14][N:13]=2)[C:10]=1[CH3:11])=[O:5])[CH3:2].[CH:20]1(B(O)O)[CH2:22][CH2:21]1.P([O-])([O-])([O-])=O.[K+].[K+].[K+].C(Cl)(Cl)Cl.